Dataset: Full USPTO retrosynthesis dataset with 1.9M reactions from patents (1976-2016). Task: Predict the reactants needed to synthesize the given product. (1) Given the product [N:26]1[CH:31]=[CH:30][CH:29]=[C:28]([NH:32][S:33]([C:36]2[S:37][C:38]([C:2]#[C:1][C:3]3[CH:4]=[N:5][N:6]4[C:11]([C:12]([F:14])([F:13])[F:15])=[CH:10][C:9]([C:16]5[CH:21]=[CH:20][C:19]([C:22]([F:25])([F:24])[F:23])=[CH:18][CH:17]=5)=[N:8][C:7]=34)=[CH:39][CH:40]=2)(=[O:34])=[O:35])[CH:27]=1, predict the reactants needed to synthesize it. The reactants are: [C:1]([C:3]1[CH:4]=[N:5][N:6]2[C:11]([C:12]([F:15])([F:14])[F:13])=[CH:10][C:9]([C:16]3[CH:21]=[CH:20][C:19]([C:22]([F:25])([F:24])[F:23])=[CH:18][CH:17]=3)=[N:8][C:7]=12)#[CH:2].[N:26]1[CH:31]=[CH:30][CH:29]=[C:28]([NH:32][S:33]([C:36]2[S:37][C:38](Br)=[CH:39][CH:40]=2)(=[O:35])=[O:34])[CH:27]=1.C(O)(C(F)(F)F)=O. (2) Given the product [CH2:37]([CH:36]([N:35]1[C:50](=[O:51])[CH2:49][S:24][C:23]1=[N:22][C:3]1[CH:4]=[C:5]([N:9]2[C:14](=[O:15])[CH:13]=[C:12]([C:16]([F:17])([F:18])[F:19])[N:11]([CH3:20])[C:10]2=[O:21])[C:6]([F:8])=[CH:7][C:2]=1[Cl:1])[C:44]([O:46][CH3:47])=[O:45])[C:38]1[CH:43]=[CH:42][CH:41]=[CH:40][CH:39]=1, predict the reactants needed to synthesize it. The reactants are: [Cl:1][C:2]1[CH:7]=[C:6]([F:8])[C:5]([N:9]2[C:14](=[O:15])[CH:13]=[C:12]([C:16]([F:19])([F:18])[F:17])[N:11]([CH3:20])[C:10]2=[O:21])=[CH:4][C:3]=1[N:22]=[C:23]=[S:24].C(N(CC)C(C)C)(C)C.Cl.[NH2:35][C@H:36]([C:44]([O:46][CH3:47])=[O:45])[CH2:37][C:38]1[CH:43]=[CH:42][CH:41]=[CH:40][CH:39]=1.Br[CH2:49][C:50](OC)=[O:51]. (3) Given the product [NH2:1][CH2:2][C:3]1[C:4]([F:20])=[C:5]([O:10][C:11]2[CH:12]=[C:13]([CH:16]=[C:17]([CH:21]=[CH2:22])[CH:18]=2)[C:14]#[N:15])[C:6]([Cl:9])=[CH:7][CH:8]=1, predict the reactants needed to synthesize it. The reactants are: [NH2:1][CH2:2][C:3]1[C:4]([F:20])=[C:5]([O:10][C:11]2[CH:12]=[C:13]([CH:16]=[C:17](Br)[CH:18]=2)[C:14]#[N:15])[C:6]([Cl:9])=[CH:7][CH:8]=1.[CH2:21](O)[CH2:22]C. (4) Given the product [CH2:1]([C:3]1[CH:8]=[CH:7][CH:6]=[C:5]([CH2:9][CH3:10])[C:4]=1[C:11]1[CH:12]=[C:13]2[C:19]([CH:20]=[O:34])=[CH:18][N:17]([C:22]3[CH:27]=[CH:26][C:25]([CH:28]([CH3:30])[CH3:29])=[CH:24][CH:23]=3)[C:14]2=[CH:15][N:16]=1)[CH3:2], predict the reactants needed to synthesize it. The reactants are: [CH2:1]([C:3]1[CH:8]=[CH:7][CH:6]=[C:5]([CH2:9][CH3:10])[C:4]=1[C:11]1[CH:12]=[C:13]2[C:19]([CH:20]=C)=[CH:18][N:17]([C:22]3[CH:27]=[CH:26][C:25]([CH:28]([CH3:30])[CH3:29])=[CH:24][CH:23]=3)[C:14]2=[CH:15][N:16]=1)[CH3:2].C1C[O:34]CC1.O. (5) Given the product [Cl:8][C:6]1[CH:5]=[CH:4][C:3]([CH2:9][OH:10])=[C:2]([NH:1][CH:11]=[O:12])[CH:7]=1, predict the reactants needed to synthesize it. The reactants are: [NH2:1][C:2]1[CH:7]=[C:6]([Cl:8])[CH:5]=[CH:4][C:3]=1[CH2:9][OH:10].[CH:11](OCC#N)=[O:12].